From a dataset of Peptide-MHC class II binding affinity with 134,281 pairs from IEDB. Regression. Given a peptide amino acid sequence and an MHC pseudo amino acid sequence, predict their binding affinity value. This is MHC class II binding data. (1) The peptide sequence is NTSDLYGLITEQFLC. The MHC is DRB1_0101 with pseudo-sequence DRB1_0101. The binding affinity (normalized) is 0.589. (2) The peptide sequence is ERIFKRFDTNGDGKI. The MHC is HLA-DPA10301-DPB10402 with pseudo-sequence HLA-DPA10301-DPB10402. The binding affinity (normalized) is 0.0242.